This data is from Forward reaction prediction with 1.9M reactions from USPTO patents (1976-2016). The task is: Predict the product of the given reaction. (1) The product is: [F:1][C:2]1[CH:7]=[CH:6][C:5]([C:8]2[C:13]([C:14]([O:16][CH3:17])=[O:15])=[C:12]([CH:18]([CH3:20])[CH3:19])[N:11]=[C:10]([N:30]([CH3:29])[S:31]([CH3:34])(=[O:33])=[O:32])[N:9]=2)=[CH:4][CH:3]=1. Given the reactants [F:1][C:2]1[CH:7]=[CH:6][C:5]([C:8]2[C:13]([C:14]([O:16][CH3:17])=[O:15])=[C:12]([CH:18]([CH3:20])[CH3:19])[N:11]=[C:10](OS(C(F)(F)F)(=O)=O)[N:9]=2)=[CH:4][CH:3]=1.[CH3:29][NH:30][S:31]([CH3:34])(=[O:33])=[O:32].C(=O)([O-])[O-].[K+].[K+].C(OCCCC)(=O)C, predict the reaction product. (2) Given the reactants [C:1]([O:5][C:6]([N:8]1[CH2:13][CH2:12][CH:11](OS(C)(=O)=O)[CH2:10][CH2:9]1)=[O:7])([CH3:4])([CH3:3])[CH3:2].[Cl:19][C:20]1[CH:21]=[C:22]([SH:27])[CH:23]=[CH:24][C:25]=1[Cl:26].C(=O)([O-])[O-].[K+].[K+].O, predict the reaction product. The product is: [C:1]([O:5][C:6]([N:8]1[CH2:9][CH2:10][CH:11]([S:27][C:22]2[CH:23]=[CH:24][C:25]([Cl:26])=[C:20]([Cl:19])[CH:21]=2)[CH2:12][CH2:13]1)=[O:7])([CH3:2])([CH3:3])[CH3:4]. (3) Given the reactants Cl.[O:2]1[CH2:6][CH2:5][CH2:4][CH:3]1[C:7]([OH:9])=O.[CH2:10]([C@H:17]1[CH2:21][NH:20][C@H:19]([C:22]([NH:24][C:25]2[CH:30]=[CH:29][C:28]([O:31][C:32]3[CH:37]=[CH:36][C:35]([F:38])=[CH:34][CH:33]=3)=[CH:27][CH:26]=2)=[O:23])[CH2:18]1)[C:11]1[CH:16]=[CH:15][CH:14]=[CH:13][CH:12]=1, predict the reaction product. The product is: [CH2:10]([C@H:17]1[CH2:21][N:20]([C:7]([CH:3]2[CH2:4][CH2:5][CH2:6][O:2]2)=[O:9])[C@H:19]([C:22]([NH:24][C:25]2[CH:30]=[CH:29][C:28]([O:31][C:32]3[CH:33]=[CH:34][C:35]([F:38])=[CH:36][CH:37]=3)=[CH:27][CH:26]=2)=[O:23])[CH2:18]1)[C:11]1[CH:12]=[CH:13][CH:14]=[CH:15][CH:16]=1.